Task: Predict the reaction yield, written as a fraction of the theoretical maximum amount of product (1.0 means a 100% yield; for example, 0.34 means a 34% yield).. Dataset: Reaction yield outcomes from USPTO patents with 853,638 reactions (1) The reactants are [CH3:1][C:2]1[O:3][C:4]2[C:13]3[C:12](=[CH:14][CH2:15][NH:16][C:17](=[O:20])[CH2:18][CH3:19])[CH2:11][CH2:10][C:9]=3[CH:8]=[CH:7][C:5]=2[N:6]=1. The catalyst is CO.[C].[Pd]. The product is [CH3:1][C:2]1[O:3][C:4]2[C:13]3[CH:12]([CH2:14][CH2:15][NH:16][C:17](=[O:20])[CH2:18][CH3:19])[CH2:11][CH2:10][C:9]=3[CH:8]=[CH:7][C:5]=2[N:6]=1. The yield is 0.850. (2) The reactants are [F:1][C:2]1[CH:9]=[CH:8][C:5]([CH:6]=[CH2:7])=[CH:4][CH:3]=1.C(=O)([O-])[O-].[K+].[K+].CN(C=O)C.I[C:22]1[CH:27]=[CH:26][N:25]=[C:24]([O:28][CH2:29][C:30]2[CH:35]=[CH:34][C:33]([O:36][CH3:37])=[CH:32][CH:31]=2)[CH:23]=1. The product is [F:1][C:2]1[CH:9]=[CH:8][C:5](/[CH:6]=[CH:7]/[C:22]2[CH:27]=[CH:26][N:25]=[C:24]([O:28][CH2:29][C:30]3[CH:31]=[CH:32][C:33]([O:36][CH3:37])=[CH:34][CH:35]=3)[CH:23]=2)=[CH:4][CH:3]=1. The yield is 0.610. The catalyst is [Cl-].[Na+].O.Cl[Pd](Cl)([P](C1C=CC=CC=1)(C1C=CC=CC=1)C1C=CC=CC=1)[P](C1C=CC=CC=1)(C1C=CC=CC=1)C1C=CC=CC=1. (3) The reactants are [NH2:1][C:2]([CH3:6])([CH3:5])[CH2:3][OH:4].[CH3:7][O:8][C:9]1[CH:17]=[C:16]([C:18]([F:21])([F:20])[F:19])[CH:15]=[C:14]([O:22][CH3:23])[C:10]=1[C:11](Cl)=[O:12].O. The catalyst is ClCCl. The product is [OH:4][CH2:3][C:2]([NH:1][C:11](=[O:12])[C:10]1[C:14]([O:22][CH3:23])=[CH:15][C:16]([C:18]([F:19])([F:20])[F:21])=[CH:17][C:9]=1[O:8][CH3:7])([CH3:6])[CH3:5]. The yield is 0.946.